Task: Predict which catalyst facilitates the given reaction.. Dataset: Catalyst prediction with 721,799 reactions and 888 catalyst types from USPTO (1) Reactant: [F:1][C:2]1[CH:7]=[CH:6][C:5]([Mg]Br)=[CH:4][CH:3]=1.[CH3:10][C:11]1([CH3:21])[CH2:16][O:15][CH:14]([CH2:17][CH2:18][CH:19]=[O:20])[O:13][CH2:12]1. Product: [F:1][C:2]1[CH:7]=[CH:6][C:5]([CH:19]([OH:20])[CH2:18][CH2:17][CH:14]2[O:15][CH2:16][C:11]([CH3:10])([CH3:21])[CH2:12][O:13]2)=[CH:4][CH:3]=1. The catalyst class is: 1. (2) Product: [OH:23][CH2:22][C@@H:21]([O:20][C:18]1[CH:17]=[C:12]([CH:11]=[C:10]([O:9][CH2:1][C:2]2[CH:7]=[CH:6][CH:5]=[CH:4][CH:3]=2)[CH:19]=1)[C:13]([O:15][CH3:16])=[O:14])[CH3:24]. The catalyst class is: 3. Reactant: [CH2:1](Br)[C:2]1[CH:7]=[CH:6][CH:5]=[CH:4][CH:3]=1.[OH:9][C:10]1[CH:11]=[C:12]([CH:17]=[C:18]([O:20][C@@H:21]([CH3:24])[CH2:22][OH:23])[CH:19]=1)[C:13]([O:15][CH3:16])=[O:14].C(=O)([O-])[O-].[K+].[K+].C(OCC)(=O)C. (3) Reactant: [C:1]([C:3]1[CH:4]=[C:5]2[N:11]=[C:10]([C:12]([C:14]3[C:22]([CH:23]4[CH2:25][CH2:24]4)=[CH:21][C:20]([CH3:26])=[C:19]4[C:15]=3[CH:16]=[CH:17][N:18]4[C:27]([O:29][C:30]([CH3:33])([CH3:32])[CH3:31])=[O:28])=[O:13])[N:9]([CH2:34][O:35][CH2:36][CH2:37][Si:38]([CH3:41])([CH3:40])[CH3:39])[C:6]2=[N:7][CH:8]=1)#[N:2].[F-].[Cs+].C[Si](C)(C)[C:46]([F:49])([F:48])[F:47].CCCC[N+](CCCC)(CCCC)CCCC.[F-]. Product: [C:1]([C:3]1[CH:4]=[C:5]2[N:11]=[C:10]([C:12]([C:14]3[C:22]([CH:23]4[CH2:25][CH2:24]4)=[CH:21][C:20]([CH3:26])=[C:19]4[C:15]=3[CH:16]=[CH:17][N:18]4[C:27]([O:29][C:30]([CH3:31])([CH3:32])[CH3:33])=[O:28])([OH:13])[C:46]([F:49])([F:48])[F:47])[N:9]([CH2:34][O:35][CH2:36][CH2:37][Si:38]([CH3:40])([CH3:39])[CH3:41])[C:6]2=[N:7][CH:8]=1)#[N:2]. The catalyst class is: 1. (4) Reactant: [NH2:1][C:2](=[O:22])[C@H:3]([NH:14]C(=O)OC(C)(C)C)[CH2:4][C:5]1[C:13]2[C:8](=[CH:9][CH:10]=[CH:11][CH:12]=2)[NH:7][CH:6]=1. Product: [NH2:14][C@H:3]([CH2:4][C:5]1[C:13]2[C:8](=[CH:9][CH:10]=[CH:11][CH:12]=2)[NH:7][CH:6]=1)[C:2]([NH2:1])=[O:22]. The catalyst class is: 89. (5) Reactant: CN(C)C(N(C)C)=N.[CH3:9][O:10][C:11](=[O:41])[CH:12](P(OC)(OC)=O)[NH:13][C:14](=[O:34])[C:15]1[C:20]([CH3:21])=[CH:19][C:18]([C:22]([NH:24][CH2:25][C:26]2[CH:31]=[CH:30][CH:29]=[C:28]([OH:32])[CH:27]=2)=[O:23])=[CH:17][C:16]=1[Cl:33].[CH3:42][C:43]([CH3:59])([O:45][C:46]([N:48]1[C:52]2[CH:53]=[CH:54][C:55]([CH:57]=O)=[CH:56][C:51]=2[N:50]=[N:49]1)=[O:47])[CH3:44]. Product: [CH3:9][O:10][C:11](=[O:41])/[C:12](/[NH:13][C:14](=[O:34])[C:15]1[C:20]([CH3:21])=[CH:19][C:18]([C:22]([NH:24][CH2:25][C:26]2[CH:31]=[CH:30][CH:29]=[C:28]([OH:32])[CH:27]=2)=[O:23])=[CH:17][C:16]=1[Cl:33])=[CH:57]/[C:55]1[CH:54]=[CH:53][C:52]2[N:48]([C:46]([O:45][C:43]([CH3:42])([CH3:59])[CH3:44])=[O:47])[N:49]=[N:50][C:51]=2[CH:56]=1. The catalyst class is: 7. (6) Reactant: [F:1][C:2]([F:9])([F:8])[C:3]1[CH:7]=[CH:6][NH:5][N:4]=1.[CH2:10]([O:17][C:18]1[CH:23]=[C:22]([CH2:24]Br)[CH:21]=[CH:20][C:19]=1[N+:26]([O-:28])=[O:27])[C:11]1[CH:16]=[CH:15][CH:14]=[CH:13][CH:12]=1.C([O-])([O-])=O.[K+].[K+]. Product: [CH2:10]([O:17][C:18]1[CH:23]=[C:22]([CH:21]=[CH:20][C:19]=1[N+:26]([O-:28])=[O:27])[CH2:24][N:5]1[CH:6]=[CH:7][C:3]([C:2]([F:9])([F:8])[F:1])=[N:4]1)[C:11]1[CH:12]=[CH:13][CH:14]=[CH:15][CH:16]=1. The catalyst class is: 3. (7) Reactant: [Br:1][C:2]1[CH:7]=[CH:6][C:5]([N+:8]([O-:10])=[O:9])=[C:4](F)[CH:3]=1.CN.C[CH2:15][N:16](C(C)C)C(C)C. Product: [Br:1][C:2]1[CH:7]=[CH:6][C:5]([N+:8]([O-:10])=[O:9])=[C:4]([CH:3]=1)[NH:16][CH3:15]. The catalyst class is: 18. (8) Reactant: Br[C:2]1[CH:20]=[CH:19][C:5]([C:6]([NH:8][C:9]2[CH:13]=[C:12]([C:14]([F:17])([F:16])[F:15])[N:11]([CH3:18])[N:10]=2)=[O:7])=[CH:4][C:3]=1[O:21][CH2:22][CH3:23].[CH3:24][C:25]1([CH3:41])[C:29]([CH3:31])([CH3:30])[O:28][B:27]([B:27]2[O:28][C:29]([CH3:31])([CH3:30])[C:25]([CH3:41])([CH3:24])[O:26]2)[O:26]1.C([O-])(=O)C.[K+]. Product: [CH2:22]([O:21][C:3]1[CH:4]=[C:5]([CH:19]=[CH:20][C:2]=1[B:27]1[O:28][C:29]([CH3:31])([CH3:30])[C:25]([CH3:41])([CH3:24])[O:26]1)[C:6]([NH:8][C:9]1[CH:13]=[C:12]([C:14]([F:17])([F:16])[F:15])[N:11]([CH3:18])[N:10]=1)=[O:7])[CH3:23]. The catalyst class is: 12.